Dataset: Peptide-MHC class I binding affinity with 185,985 pairs from IEDB/IMGT. Task: Regression. Given a peptide amino acid sequence and an MHC pseudo amino acid sequence, predict their binding affinity value. This is MHC class I binding data. The peptide sequence is MQYEVTQHA. The MHC is HLA-A80:01 with pseudo-sequence HLA-A80:01. The binding affinity (normalized) is 0.0847.